From a dataset of CYP3A4 inhibition data for predicting drug metabolism from PubChem BioAssay. Regression/Classification. Given a drug SMILES string, predict its absorption, distribution, metabolism, or excretion properties. Task type varies by dataset: regression for continuous measurements (e.g., permeability, clearance, half-life) or binary classification for categorical outcomes (e.g., BBB penetration, CYP inhibition). Dataset: cyp3a4_veith. (1) The compound is CN1CCN(c2ncc3nc(-c4cc(F)cc(F)c4)c(=O)n(CCc4ccccc4)c3n2)CC1. The result is 1 (inhibitor). (2) The drug is COc1ccc(C(=O)c2c[nH]c(C(=O)NCc3cccs3)c2)cc1. The result is 0 (non-inhibitor). (3) The drug is Cc1ccc(OCC(=O)N/N=C\c2ccco2)c(C)c1. The result is 0 (non-inhibitor). (4) The compound is N=C(N)SCC(=O)O. The result is 0 (non-inhibitor).